Dataset: TCR-epitope binding with 47,182 pairs between 192 epitopes and 23,139 TCRs. Task: Binary Classification. Given a T-cell receptor sequence (or CDR3 region) and an epitope sequence, predict whether binding occurs between them. (1) The epitope is FPRPWLHGL. The TCR CDR3 sequence is CASSPQGVVGNEQFF. Result: 0 (the TCR does not bind to the epitope). (2) The epitope is YFPLQSYGF. The TCR CDR3 sequence is CASSLGLAGGRDEQFF. Result: 1 (the TCR binds to the epitope). (3) The epitope is SLYNTVATL. The TCR CDR3 sequence is CASSLPGLPTYEQYF. Result: 0 (the TCR does not bind to the epitope). (4) The epitope is VTEHDTLLY. The TCR CDR3 sequence is CASSPRTGLNTEAFF. Result: 1 (the TCR binds to the epitope). (5) The epitope is VVYRGTTTY. The TCR CDR3 sequence is CASRSDGDYGYTF. Result: 0 (the TCR does not bind to the epitope). (6) The epitope is RLRAEAQVK. The TCR CDR3 sequence is CASSPMDTQYF. Result: 1 (the TCR binds to the epitope).